This data is from NCI-60 drug combinations with 297,098 pairs across 59 cell lines. The task is: Regression. Given two drug SMILES strings and cell line genomic features, predict the synergy score measuring deviation from expected non-interaction effect. (1) Drug 1: CN1C(=O)N2C=NC(=C2N=N1)C(=O)N. Drug 2: CC1=C2C(C(=O)C3(C(CC4C(C3C(C(C2(C)C)(CC1OC(=O)C(C(C5=CC=CC=C5)NC(=O)C6=CC=CC=C6)O)O)OC(=O)C7=CC=CC=C7)(CO4)OC(=O)C)O)C)OC(=O)C. Cell line: SK-MEL-28. Synergy scores: CSS=0.829, Synergy_ZIP=-1.45, Synergy_Bliss=3.93, Synergy_Loewe=-29.7, Synergy_HSA=-8.35. (2) Drug 1: C1=CC=C(C(=C1)C(C2=CC=C(C=C2)Cl)C(Cl)Cl)Cl. Drug 2: C1C(C(OC1N2C=NC3=C2NC=NCC3O)CO)O. Cell line: A498. Synergy scores: CSS=5.55, Synergy_ZIP=1.22, Synergy_Bliss=4.35, Synergy_Loewe=4.75, Synergy_HSA=4.58. (3) Drug 2: CC1C(C(=O)NC(C(=O)N2CCCC2C(=O)N(CC(=O)N(C(C(=O)O1)C(C)C)C)C)C(C)C)NC(=O)C3=C4C(=C(C=C3)C)OC5=C(C(=O)C(=C(C5=N4)C(=O)NC6C(OC(=O)C(N(C(=O)CN(C(=O)C7CCCN7C(=O)C(NC6=O)C(C)C)C)C)C(C)C)C)N)C. Cell line: CAKI-1. Synergy scores: CSS=30.9, Synergy_ZIP=-13.6, Synergy_Bliss=-8.51, Synergy_Loewe=-7.41, Synergy_HSA=-7.71. Drug 1: C1=C(C(=O)NC(=O)N1)N(CCCl)CCCl. (4) Cell line: MOLT-4. Drug 1: CC1=C(N=C(N=C1N)C(CC(=O)N)NCC(C(=O)N)N)C(=O)NC(C(C2=CN=CN2)OC3C(C(C(C(O3)CO)O)O)OC4C(C(C(C(O4)CO)O)OC(=O)N)O)C(=O)NC(C)C(C(C)C(=O)NC(C(C)O)C(=O)NCCC5=NC(=CS5)C6=NC(=CS6)C(=O)NCCC[S+](C)C)O. Drug 2: CNC(=O)C1=NC=CC(=C1)OC2=CC=C(C=C2)NC(=O)NC3=CC(=C(C=C3)Cl)C(F)(F)F. Synergy scores: CSS=15.2, Synergy_ZIP=-5.70, Synergy_Bliss=3.16, Synergy_Loewe=-25.6, Synergy_HSA=1.20. (5) Drug 1: CC1=CC2C(CCC3(C2CCC3(C(=O)C)OC(=O)C)C)C4(C1=CC(=O)CC4)C. Drug 2: C1=CC=C(C(=C1)C(C2=CC=C(C=C2)Cl)C(Cl)Cl)Cl. Cell line: NCIH23. Synergy scores: CSS=17.9, Synergy_ZIP=6.42, Synergy_Bliss=10.6, Synergy_Loewe=7.86, Synergy_HSA=7.96. (6) Drug 1: CC(C1=C(C=CC(=C1Cl)F)Cl)OC2=C(N=CC(=C2)C3=CN(N=C3)C4CCNCC4)N. Drug 2: CN(C)C1=NC(=NC(=N1)N(C)C)N(C)C. Cell line: COLO 205. Synergy scores: CSS=-1.08, Synergy_ZIP=1.39, Synergy_Bliss=5.70, Synergy_Loewe=-19.1, Synergy_HSA=-1.19. (7) Drug 1: C(CCl)NC(=O)N(CCCl)N=O. Drug 2: CC12CCC3C(C1CCC2OP(=O)(O)O)CCC4=C3C=CC(=C4)OC(=O)N(CCCl)CCCl.[Na+]. Cell line: A549. Synergy scores: CSS=3.44, Synergy_ZIP=-2.31, Synergy_Bliss=-0.278, Synergy_Loewe=-1.45, Synergy_HSA=-0.491. (8) Drug 1: C1=NC(=NC(=O)N1C2C(C(C(O2)CO)O)O)N. Drug 2: C1C(C(OC1N2C=NC3=C2NC=NCC3O)CO)O. Cell line: SW-620. Synergy scores: CSS=39.4, Synergy_ZIP=0.112, Synergy_Bliss=0.270, Synergy_Loewe=-4.35, Synergy_HSA=0.0742. (9) Drug 1: CN1C2=C(C=C(C=C2)N(CCCl)CCCl)N=C1CCCC(=O)O.Cl. Drug 2: C1=NC2=C(N=C(N=C2N1C3C(C(C(O3)CO)O)F)Cl)N. Cell line: T-47D. Synergy scores: CSS=1.59, Synergy_ZIP=1.06, Synergy_Bliss=-1.05, Synergy_Loewe=-1.78, Synergy_HSA=-1.70.